This data is from Catalyst prediction with 721,799 reactions and 888 catalyst types from USPTO. The task is: Predict which catalyst facilitates the given reaction. (1) Reactant: Br[C:2]1[CH:3]=[CH:4][C:5]([CH:8]([NH:13][CH3:14])[C:9]([F:12])([F:11])[F:10])=[N:6][CH:7]=1.[F:15][CH:16]([F:43])[C:17]([N:19]1[C@H:23]([CH2:24][F:25])[C@@H:22]([C:26]2[CH:31]=[CH:30][C:29](B3OC(C)(C)C(C)(C)O3)=[CH:28][CH:27]=2)[O:21]C1(C)C)=[O:18].C([O-])([O-])=O.[Na+].[Na+]. Product: [F:15][CH:16]([F:43])[C:17]([NH:19][C@H:23]([CH2:24][F:25])[C@H:22]([OH:21])[C:26]1[CH:27]=[CH:28][C:29]([C:2]2[CH:7]=[N:6][C:5]([CH:8]([NH:13][CH3:14])[C:9]([F:12])([F:11])[F:10])=[CH:4][CH:3]=2)=[CH:30][CH:31]=1)=[O:18]. The catalyst class is: 460. (2) Reactant: [Cl:1][C:2]1[C:3](F)=[C:4]([I:14])[C:5]([O:11][CH2:12][CH3:13])=[C:6]([C:8](=[O:10])[CH3:9])[CH:7]=1.[CH2:16](O)CO. Product: [Cl:1][C:2]1[C:3]([CH3:16])=[C:4]([I:14])[C:5]([O:11][CH2:12][CH3:13])=[C:6]([CH:8]([OH:10])[CH3:9])[CH:7]=1. The catalyst class is: 743. (3) Reactant: Cl.[NH2:2][C@@H:3]([CH:8]1[CH2:12][CH2:11][CH2:10][CH2:9]1)[C:4]([O:6][CH3:7])=[O:5].[C:13](=O)(O)[O-:14].[Na+].ClC(Cl)(OC(=O)OC(Cl)(Cl)Cl)Cl. Product: [CH:8]1([C@H:3]([N:2]=[C:13]=[O:14])[C:4]([O:6][CH3:7])=[O:5])[CH2:12][CH2:11][CH2:10][CH2:9]1. The catalyst class is: 34.